Dataset: Reaction yield outcomes from USPTO patents with 853,638 reactions. Task: Predict the reaction yield, written as a fraction of the theoretical maximum amount of product (1.0 means a 100% yield; for example, 0.34 means a 34% yield). (1) The reactants are [Cl:1][C:2]1[CH:7]=[CH:6][CH:5]=[CH:4][C:3]=1[C:8]1[N:9]([CH2:23][C:24]2[N:29]=[C:28]([N+:30]([O-])=O)[C:27]([O:33][CH2:34][CH2:35][OH:36])=[CH:26][CH:25]=2)[C:10]([C:13]2[CH:18]=[CH:17][C:16]([O:19][CH2:20][CH2:21][CH3:22])=[CH:15][CH:14]=2)=[CH:11][CH:12]=1. The catalyst is C(O)C.C(O)(=O)C.C([O-])(O)=O.[Na+].[Fe]. The product is [NH2:30][C:28]1[C:27]([O:33][CH2:34][CH2:35][OH:36])=[CH:26][CH:25]=[C:24]([CH2:23][N:9]2[C:10]([C:13]3[CH:18]=[CH:17][C:16]([O:19][CH2:20][CH2:21][CH3:22])=[CH:15][CH:14]=3)=[CH:11][CH:12]=[C:8]2[C:3]2[CH:4]=[CH:5][CH:6]=[CH:7][C:2]=2[Cl:1])[N:29]=1. The yield is 0.390. (2) The reactants are [NH2:1][C:2]1[CH:9]=[CH:8][C:5]([C:6]#[N:7])=[CH:4][C:3]=1[N+:10]([O-])=O.O. The catalyst is C(O)C. The product is [NH2:10][C:3]1[CH:4]=[C:5]([CH:8]=[CH:9][C:2]=1[NH2:1])[C:6]#[N:7]. The yield is 0.704. (3) The reactants are Br[C:2]1[CH:3]=[C:4]([O:12][CH2:13][C:14]2[CH:19]=[CH:18][C:17]([O:20][CH3:21])=[CH:16][CH:15]=2)[C:5]2[N:6]([CH:8]=[C:9]([CH3:11])[N:10]=2)[CH:7]=1.[OH:22][C:23]1[CH:28]=[CH:27][CH:26]=[CH:25][N:24]=1.P([O-])([O-])([O-])=O.[K+].[K+].[K+].CNCCNC. The catalyst is O1CCOCC1.[Cu]I. The product is [CH3:11][C:9]1[N:10]=[C:5]2[C:4]([O:12][CH2:13][C:14]3[CH:19]=[CH:18][C:17]([O:20][CH3:21])=[CH:16][CH:15]=3)=[CH:3][C:2]([N:24]3[CH:25]=[CH:26][CH:27]=[CH:28][C:23]3=[O:22])=[CH:7][N:6]2[CH:8]=1. The yield is 0.640.